Task: Predict the reactants needed to synthesize the given product.. Dataset: Full USPTO retrosynthesis dataset with 1.9M reactions from patents (1976-2016) Given the product [C:56]([O:59][C:4]1[CH:33]=[CH:32][CH:31]=[CH:30][C:5]=1[C:6]([NH:8][CH:9]([C:11]1[N:16]=[N:15][C:14]([NH:17][C:18]2[CH:19]=[C:20]([O:28][CH3:29])[C:21]([O:26][CH3:27])=[C:22]([O:24][CH3:25])[CH:23]=2)=[N:13][CH:12]=1)[CH3:10])=[O:7])(=[O:58])[CH3:57], predict the reactants needed to synthesize it. The reactants are: [N+]([C:4]1[CH:33]=[CH:32][CH:31]=[CH:30][C:5]=1[C:6]([NH:8][CH:9]([C:11]1[N:16]=[N:15][C:14]([NH:17][C:18]2[CH:23]=[C:22]([O:24][CH3:25])[C:21]([O:26][CH3:27])=[C:20]([O:28][CH3:29])[CH:19]=2)=[N:13][CH:12]=1)[CH3:10])=[O:7])([O-])=O.NC(C1N=NC(NC2C=C(OC)C(OC)=C(OC)C=2)=NC=1)C.[C:56]([O:59]C1C=CC=CC=1C(Cl)=O)(=[O:58])[CH3:57].C(N(CC)CC)C.